This data is from TCR-epitope binding with 47,182 pairs between 192 epitopes and 23,139 TCRs. The task is: Binary Classification. Given a T-cell receptor sequence (or CDR3 region) and an epitope sequence, predict whether binding occurs between them. (1) The epitope is KLGGALQAK. The TCR CDR3 sequence is CASSVYRDSHETQYF. Result: 1 (the TCR binds to the epitope). (2) The epitope is YLDAYNMMI. The TCR CDR3 sequence is CASSGVRRTGYEKLFF. Result: 1 (the TCR binds to the epitope). (3) The epitope is VVYRGTTTY. The TCR CDR3 sequence is CASSPGLSYNEQFF. Result: 1 (the TCR binds to the epitope). (4) The epitope is QARQMVQAMRTIGTHP. The TCR CDR3 sequence is CASSLRQGGLTEAFF. Result: 0 (the TCR does not bind to the epitope).